Dataset: Forward reaction prediction with 1.9M reactions from USPTO patents (1976-2016). Task: Predict the product of the given reaction. (1) Given the reactants [CH3:1][C:2]1[C:3]([CH2:8][NH:9][CH2:10][C:11]2[C:16]([CH3:17])=[CH:15][CH:14]=[CH:13][N:12]=2)=[N:4][CH:5]=[CH:6][CH:7]=1.[CH3:18][O:19][C:20](=[O:31])[C:21]1[CH:26]=[C:25]([C:27]#[N:28])[CH:24]=[CH:23][C:22]=1[CH2:29]Br.CCN(C(C)C)C(C)C, predict the reaction product. The product is: [CH3:18][O:19][C:20](=[O:31])[C:21]1[CH:26]=[C:25]([C:27]#[N:28])[CH:24]=[CH:23][C:22]=1[CH2:29][N:9]([CH2:10][C:11]1[C:16]([CH3:17])=[CH:15][CH:14]=[CH:13][N:12]=1)[CH2:8][C:3]1[C:2]([CH3:1])=[CH:7][CH:6]=[CH:5][N:4]=1. (2) Given the reactants [F:1][C:2]1[CH:3]=[C:4]([CH:7]=[C:8]([I:10])[CH:9]=1)[CH:5]=O.[C:11]([O:17][CH3:18])(=[O:16])[CH2:12]C([O-])=O.N1CCCC1, predict the reaction product. The product is: [CH3:18][O:17][C:11](=[O:16])[CH:12]=[CH:5][C:4]1[CH:7]=[C:8]([I:10])[CH:9]=[C:2]([F:1])[CH:3]=1. (3) Given the reactants [C:1]([O:5][C:6]([NH:8][C:9]1([C@@H:12]2[CH2:16][CH2:15][N:14]([C@H](C3C=CC=CC=3)C)[CH2:13]2)[CH2:11][CH2:10]1)=[O:7])([CH3:4])([CH3:3])[CH3:2], predict the reaction product. The product is: [C:1]([O:5][C:6]([NH:8][C:9]1([C@@H:12]2[CH2:16][CH2:15][NH:14][CH2:13]2)[CH2:10][CH2:11]1)=[O:7])([CH3:4])([CH3:2])[CH3:3]. (4) Given the reactants Cl[C:2]1[C:3]2[CH2:11][N:10]([C:12]3[CH:19]=[CH:18][C:17]([CH3:20])=[CH:16][C:13]=3[C:14]#[N:15])[CH2:9][CH2:8][C:4]=2[N:5]=[CH:6][N:7]=1.[O:21]1[C:25]2[CH:26]=[CH:27][C:28]([CH:30]([NH2:32])[CH3:31])=[CH:29][C:24]=2[O:23][CH2:22]1, predict the reaction product. The product is: [O:21]1[C:25]2[CH:26]=[CH:27][C:28]([CH:30]([NH:32][C:2]3[C:3]4[CH2:11][N:10]([C:12]5[CH:19]=[CH:18][C:17]([CH3:20])=[CH:16][C:13]=5[C:14]#[N:15])[CH2:9][CH2:8][C:4]=4[N:5]=[CH:6][N:7]=3)[CH3:31])=[CH:29][C:24]=2[O:23][CH2:22]1. (5) Given the reactants [NH2:1][C:2]1[C:3]([C:9]#[C:10][C:11]2[CH:16]=[CH:15][N:14]=[C:13]([NH:17][C:18](=[O:20])[CH3:19])[CH:12]=2)=[N:4][CH:5]=[CH:6][C:7]=1[CH3:8].[C:21](O)([C:23]([F:26])([F:25])[F:24])=[O:22].CCCCCCCCCCCCOS([O-])(=O)=O.[Na+], predict the reaction product. The product is: [C:18]([NH:17][C:13]1[CH:12]=[C:11]([C:10]#[C:9][C:3]2[C:2]([NH:1][C:21](=[O:22])[C:23]([F:26])([F:25])[F:24])=[C:7]([CH3:8])[CH:6]=[CH:5][N:4]=2)[CH:16]=[CH:15][N:14]=1)(=[O:20])[CH3:19]. (6) Given the reactants [F:1][C:2]1[CH:7]=[CH:6][C:5]([CH2:8][CH2:9][CH:10](O)[C:11]([O:13][CH2:14][CH3:15])=[O:12])=[C:4]([OH:17])[CH:3]=1.C1(P(C2C=CC=CC=2)C2C=CC=CC=2)C=CC=CC=1.O, predict the reaction product. The product is: [F:1][C:2]1[CH:3]=[C:4]2[C:5]([CH2:8][CH2:9][CH:10]([C:11]([O:13][CH2:14][CH3:15])=[O:12])[O:17]2)=[CH:6][CH:7]=1.